From a dataset of Drug-target binding data from BindingDB using IC50 measurements. Regression. Given a target protein amino acid sequence and a drug SMILES string, predict the binding affinity score between them. We predict pIC50 (pIC50 = -log10(IC50 in M); higher means more potent). Dataset: bindingdb_ic50. The drug is O=C(O)CNC(=O)C(=O)O. The target protein sequence is MAGVGPGGYAAEFVPPPECPVFEPSWEEFTDPLSFIGRIRPLAEKTGICKIRPPKDWQPPFACEVKSFRFTPRVQRLNELEAMTRVRLDFLDQLAKFWELQGSTLKIPVVERKILDLYALSKIVASKGGFEMVTKEKKWSKVGSRLGYLPGKGTGSLLKSHYERILYPYELFQSGVSLMGVQMPNLDLKEKVEPEVLSTDTQTSPEPGTRMNILPKRTRRVKTQSESGDVSRNTELKKLQIFGAGPKVVGLAMGTKDKEDEVTRRRKVTNRSDAFNMQMRQRKGTLSVNFVDLYVCMFCGRGNNEDKLLLCDGCDDSYHTFCLIPPLPDVPKGDWRCPKCVAEECSKPREAFGFEQAVREYTLQSFGEMADNFKSDYFNMPVHMVPTELVEKEFWRLVSSIEEDVIVEYGADISSKDFGSGFPVKDGRRKILPEEEEYALSGWNLNNMPVLEQSVLAHINVDISGMKVPWLYVGMCFSSFCWHIEDHWSYSINYLHWGEP.... The pIC50 is 5.2.